From a dataset of Peptide-MHC class II binding affinity with 134,281 pairs from IEDB. Regression. Given a peptide amino acid sequence and an MHC pseudo amino acid sequence, predict their binding affinity value. This is MHC class II binding data. The peptide sequence is IHKASTVLAFPAGVC. The MHC is DRB1_1001 with pseudo-sequence DRB1_1001. The binding affinity (normalized) is 0.596.